From a dataset of Catalyst prediction with 721,799 reactions and 888 catalyst types from USPTO. Predict which catalyst facilitates the given reaction. Reactant: C[O:2][C:3](=[O:31])[CH2:4][O:5][C:6]1[CH:15]=[CH:14][C:13]([Cl:16])=[C:12]2[C:7]=1[C:8]([CH3:30])=[C:9]([CH2:19][C:20]1[CH:25]=[CH:24][C:23]([S:26]([CH3:29])(=[O:28])=[O:27])=[CH:22][CH:21]=1)[C:10]([C:17]#[N:18])=[N:11]2.CO.O1CCCC1.[OH-].[Li+]. Product: [Cl:16][C:13]1[CH:14]=[CH:15][C:6]([O:5][CH2:4][C:3]([OH:31])=[O:2])=[C:7]2[C:12]=1[N:11]=[C:10]([C:17]#[N:18])[C:9]([CH2:19][C:20]1[CH:21]=[CH:22][C:23]([S:26]([CH3:29])(=[O:27])=[O:28])=[CH:24][CH:25]=1)=[C:8]2[CH3:30]. The catalyst class is: 6.